From a dataset of Reaction yield outcomes from USPTO patents with 853,638 reactions. Predict the reaction yield, written as a fraction of the theoretical maximum amount of product (1.0 means a 100% yield; for example, 0.34 means a 34% yield). (1) The reactants are C(OC(=O)[NH:7][CH:8]1[CH2:13][CH2:12][N:11]([CH2:14][C:15]2[CH:20]=[CH:19][C:18]([Cl:21])=[C:17]([O:22][CH2:23][CH3:24])[CH:16]=2)[CH2:10][CH2:9]1)(C)(C)C. The catalyst is C(O)C.Cl. The product is [Cl:21][C:18]1[CH:19]=[CH:20][C:15]([CH2:14][N:11]2[CH2:12][CH2:13][CH:8]([NH2:7])[CH2:9][CH2:10]2)=[CH:16][C:17]=1[O:22][CH2:23][CH3:24]. The yield is 0.570. (2) The reactants are [OH:1][C:2]1[CH:14]=[CH:13][C:12]2[C:11]3[C:6](=[CH:7][C:8]([OH:15])=[CH:9][CH:10]=3)[C:5](=[O:16])[C:4]=2[CH:3]=1.[N:17]12[CH2:24][CH2:23][CH:20]([CH2:21][CH2:22]1)[C@@H:19](O)[CH2:18]2.[C:43]1(P([C:39]2[CH:44]=[CH:43][CH:42]=[CH:41]C=2)[C:43]2[CH:44]=[CH:39]C=[CH:41][CH:42]=2)[CH:44]=[CH:39]C=[CH:41][CH:42]=1.CCOC(/[N:50]=N/C(OCC)=O)=O.[CH2:57]1[CH2:61]OCC1. No catalyst specified. The product is [N:17]12[CH2:24][CH2:23][CH:20]([CH2:21][CH2:22]1)[C@H:19]([O:1][C:2]1[CH:14]=[CH:13][C:12]3[C:11]4[C:6](=[CH:7][C:8]([O:15][C@H:44]5[CH:43]6[CH2:42][CH2:41][N:50]([CH2:61][CH2:57]6)[CH2:39]5)=[CH:9][CH:10]=4)[C:5](=[O:16])[C:4]=3[CH:3]=1)[CH2:18]2. The yield is 0.230. (3) The reactants are CN(C)C=O.[F:6][C:7]1[CH:14]=[C:13]([OH:15])[CH:12]=[CH:11][C:8]=1[CH:9]=[O:10].[H-].[Na+].[N:18]1[CH:23]=[CH:22][CH:21]=[CH:20][C:19]=1[CH2:24]Cl. The catalyst is O. The product is [F:6][C:7]1[CH:14]=[C:13]([O:15][CH2:24][C:19]2[CH:20]=[CH:21][CH:22]=[CH:23][N:18]=2)[CH:12]=[CH:11][C:8]=1[CH:9]=[O:10]. The yield is 0.406.